Dataset: Full USPTO retrosynthesis dataset with 1.9M reactions from patents (1976-2016). Task: Predict the reactants needed to synthesize the given product. Given the product [Cl:81][C:77]1[CH:76]=[C:75]([C:72](=[O:71])[C@H:73]([OH:22])[CH3:74])[CH:80]=[CH:79][CH:78]=1, predict the reactants needed to synthesize it. The reactants are: CC[C@@H]1[C@@H]2C[C@H]([C@@H](OC3C4C(=CC=CC=4)C(O[C@@H](C4C=CN=C5C=4C=C(OC)C=C5)[C@@H]4N5C[C@H](CC)[C@@H](CC5)C4)=NN=3)C3C=CN=C4C=3C=C([O:22]C)C=C4)N(CC2)C1.CS(N)(=O)=O.C([Si]([O:71]/[C:72](/[C:75]1[CH:80]=[CH:79][CH:78]=[C:77]([Cl:81])[CH:76]=1)=[CH:73]\[CH3:74])(C)C)(C)(C)C.S([O-])([O-])=O.[Na+].[Na+].